The task is: Predict which catalyst facilitates the given reaction.. This data is from Catalyst prediction with 721,799 reactions and 888 catalyst types from USPTO. Reactant: [Cu]([C:4]#[N:5])C#N.Br[C:7]1[CH:8]=[N:9][CH:10]=[C:11]([F:16])[C:12]=1[CH:13]1[CH2:15][CH2:14]1. Product: [CH:13]1([C:12]2[C:7]([C:4]#[N:5])=[CH:8][N:9]=[CH:10][C:11]=2[F:16])[CH2:15][CH2:14]1. The catalyst class is: 9.